Dataset: Full USPTO retrosynthesis dataset with 1.9M reactions from patents (1976-2016). Task: Predict the reactants needed to synthesize the given product. (1) Given the product [CH3:1][S:2]1(=[O:3])[C:4]2[CH:9]=[CH:8][CH:7]=[CH:6][C:5]=2[N:10]=[C:11]([CH3:12])[N:19]=1, predict the reactants needed to synthesize it. The reactants are: [CH3:1][S:2]([C:4]1[CH:9]=[CH:8][CH:7]=[CH:6][C:5]=1[NH:10][C:11](=O)[CH3:12])=[O:3].OS(O)(=O)=O.[N-:19]=[N+]=[N-].[Na+].[OH-].[Na+]. (2) Given the product [CH3:41][S:42]([O:33][CH2:32][C:3]1([CH2:2][O:1][S:42]([CH3:41])(=[O:44])=[O:43])[CH2:4][C:5]([CH2:29][C:30]#[N:31])([N:7]2[CH:11]=[C:10]([C:12]3[C:13]4[CH:20]=[CH:19][N:18]([CH2:21][O:22][CH2:23][CH2:24][Si:25]([CH3:27])([CH3:28])[CH3:26])[C:14]=4[N:15]=[CH:16][N:17]=3)[CH:9]=[N:8]2)[CH2:6]1)(=[O:44])=[O:43], predict the reactants needed to synthesize it. The reactants are: [OH:1][CH2:2][C:3]1([CH2:32][OH:33])[CH2:6][C:5]([CH2:29][C:30]#[N:31])([N:7]2[CH:11]=[C:10]([C:12]3[C:13]4[CH:20]=[CH:19][N:18]([CH2:21][O:22][CH2:23][CH2:24][Si:25]([CH3:28])([CH3:27])[CH3:26])[C:14]=4[N:15]=[CH:16][N:17]=3)[CH:9]=[N:8]2)[CH2:4]1.C(N(CC)CC)C.[CH3:41][S:42](Cl)(=[O:44])=[O:43]. (3) The reactants are: Br[C:2]1[C:11]2[C:6](=[CH:7][CH:8]=[CH:9][CH:10]=2)[C:5]([O:12][CH3:13])=[C:4]([C:14]([O:16][CH3:17])=[O:15])[CH:3]=1.[C:18](=O)([O-])[O-:19].[K+].[K+].C([B-](F)(F)F)=C.[K+].ClCCl. Given the product [CH:18]([C:2]1[C:11]2[C:6](=[CH:7][CH:8]=[CH:9][CH:10]=2)[C:5]([O:12][CH3:13])=[C:4]([C:14]([O:16][CH3:17])=[O:15])[CH:3]=1)=[O:19], predict the reactants needed to synthesize it. (4) Given the product [C:12]([O:16][C:17]([NH:19][C@H:20]1[CH2:25][CH2:33][C@H:32]([N:29]2[CH2:30][C:6]3[C:1](=[CH:2][CH:3]=[CH:4][CH:5]=3)[C:7]2=[O:34])[CH2:22][CH2:21]1)=[O:18])([CH3:15])([CH3:14])[CH3:13], predict the reactants needed to synthesize it. The reactants are: [C:1]1([CH3:7])[CH:6]=[CH:5][CH:4]=[CH:3][CH:2]=1.C(Cl)(Cl)Cl.[C:12]([O:16][C:17]([NH:19][C@H:20]1[CH2:25]C[C@H](N)[CH2:22][CH2:21]1)=[O:18])([CH3:15])([CH3:14])[CH3:13].C([N:29]([CH2:32][CH3:33])[CH2:30]C)C.[OH2:34]. (5) Given the product [Br:1][C:2]1[C:10]([OH:11])=[CH:9][C:5]([C:6]([O:8][CH2:18][CH3:19])=[O:7])=[CH:4][C:3]=1[OH:12], predict the reactants needed to synthesize it. The reactants are: [Br:1][C:2]1[C:10]([OH:11])=[CH:9][C:5]([C:6]([OH:8])=[O:7])=[CH:4][C:3]=1[OH:12].S(=O)(=O)(O)O.[CH2:18](O)[CH3:19]. (6) Given the product [CH2:11]([O:18][CH2:19][C:20](=[O:23])[CH2:21][CH3:22])[C:12]1[CH:17]=[CH:16][CH:15]=[CH:14][CH:13]=1, predict the reactants needed to synthesize it. The reactants are: C(Cl)(=O)C(Cl)=O.CS(C)=O.[CH2:11]([O:18][CH2:19][CH:20]([OH:23])[CH2:21][CH3:22])[C:12]1[CH:17]=[CH:16][CH:15]=[CH:14][CH:13]=1.C(N(CC)CC)C. (7) Given the product [CH3:3][O:4][C:5](=[O:6])[CH:7]=[C:24]1[CH2:23][CH2:22][CH:21]([C:18]2[CH:19]=[CH:20][C:15]([OH:14])=[CH:16][CH:17]=2)[CH2:26][CH2:25]1, predict the reactants needed to synthesize it. The reactants are: [H-].[Na+].[CH3:3][O:4][C:5]([CH2:7]P(OC)(OC)=O)=[O:6].[OH:14][C:15]1[CH:20]=[CH:19][C:18]([CH:21]2[CH2:26][CH2:25][C:24](=O)[CH2:23][CH2:22]2)=[CH:17][CH:16]=1.O. (8) Given the product [F:1][C:2]1[CH:3]=[C:4]([C@H:9]2[N:14]([CH2:15][C:16]([O:18][CH2:19][CH3:20])=[O:17])[C:13](=[O:21])[C:12]([CH3:23])([CH3:22])[C:11](=[O:24])[CH2:10]2)[CH:5]=[C:6]([F:8])[CH:7]=1, predict the reactants needed to synthesize it. The reactants are: [F:1][C:2]1[CH:3]=[C:4]([C@H:9]2[N:14]([CH2:15][C:16]([O:18][CH2:19][CH3:20])=[O:17])[C:13](=[O:21])[C:12]([CH3:23])([CH3:22])[C@@H:11]([OH:24])[CH2:10]2)[CH:5]=[C:6]([F:8])[CH:7]=1.OS(O)(=O)=O. (9) Given the product [F:35][C:36]1[CH:41]=[CH:40][CH:39]=[CH:38][C:37]=1[O:42][C:2]1[N:12]=[C:11]([NH:13][C:14]2[CH:19]=[CH:18][C:17]([N:20]3[CH2:25][CH2:24][N:23]([C:26]([O:28][C:29]([CH3:32])([CH3:31])[CH3:30])=[O:27])[CH2:22][CH2:21]3)=[CH:16][C:15]=2[O:33][CH3:34])[C:5]2[C:6](=[O:10])[NH:7][N:8]=[CH:9][C:4]=2[CH:3]=1, predict the reactants needed to synthesize it. The reactants are: Cl[C:2]1[N:12]=[C:11]([NH:13][C:14]2[CH:19]=[CH:18][C:17]([N:20]3[CH2:25][CH2:24][N:23]([C:26]([O:28][C:29]([CH3:32])([CH3:31])[CH3:30])=[O:27])[CH2:22][CH2:21]3)=[CH:16][C:15]=2[O:33][CH3:34])[C:5]2[C:6](=[O:10])[NH:7][N:8]=[CH:9][C:4]=2[CH:3]=1.[F:35][C:36]1[CH:41]=[CH:40][CH:39]=[CH:38][C:37]=1[OH:42].CN(C)[C@@H](CCC(O)=O)C(O)=O. (10) The reactants are: [CH2:1]([O:8][C:9]1[CH:10]=[CH:11][C:12]([C@@H:20]([O:54][Si:55]([C:58]([CH3:61])([CH3:60])[CH3:59])([CH3:57])[CH3:56])[CH2:21][N:22]([C:47]([O:49][C:50]([CH3:53])([CH3:52])[CH3:51])=[O:48])[CH2:23][CH2:24][CH2:25][CH2:26][NH:27][C:28]([C:30]2[CH:31]=[C:32]([C:36]([OH:46])([C:40]3[CH:45]=[CH:44][CH:43]=[CH:42][CH:41]=3)[C:37]([OH:39])=[O:38])[CH:33]=[CH:34][CH:35]=2)=[O:29])=[C:13]2[C:18]=1[NH:17][C:16](=[O:19])[CH:15]=[CH:14]2)[C:2]1[CH:7]=[CH:6][CH:5]=[CH:4][CH:3]=1.C1N=CN(C(N2C=NC=C2)=O)C=1.[N:74]12[CH2:81][CH2:80][CH:77]([CH2:78][CH2:79]1)[C@@H:76](O)[CH2:75]2. Given the product [CH2:1]([O:8][C:9]1[CH:10]=[CH:11][C:12]([C@@H:20]([O:54][Si:55]([C:58]([CH3:61])([CH3:60])[CH3:59])([CH3:56])[CH3:57])[CH2:21][N:22]([C:47]([O:49][C:50]([CH3:51])([CH3:52])[CH3:53])=[O:48])[CH2:23][CH2:24][CH2:25][CH2:26][NH:27][C:28]([C:30]2[CH:31]=[C:32]([C:36]([OH:46])([C:40]3[CH:41]=[CH:42][CH:43]=[CH:44][CH:45]=3)[C:37]([O:39][C@@H:76]3[CH:77]4[CH2:80][CH2:81][N:74]([CH2:79][CH2:78]4)[CH2:75]3)=[O:38])[CH:33]=[CH:34][CH:35]=2)=[O:29])=[C:13]2[C:18]=1[NH:17][C:16](=[O:19])[CH:15]=[CH:14]2)[C:2]1[CH:7]=[CH:6][CH:5]=[CH:4][CH:3]=1, predict the reactants needed to synthesize it.